Dataset: Full USPTO retrosynthesis dataset with 1.9M reactions from patents (1976-2016). Task: Predict the reactants needed to synthesize the given product. (1) The reactants are: [NH2:1][C:2]1[CH:10]=[CH:9][C:5]([C:6]([OH:8])=[O:7])=[CH:4][C:3]=1[OH:11].Cl.[CH3:13]O. Given the product [NH2:1][C:2]1[CH:10]=[CH:9][C:5]([C:6]([O:8][CH3:13])=[O:7])=[CH:4][C:3]=1[OH:11], predict the reactants needed to synthesize it. (2) Given the product [CH2:4]([CH:11]1[C:12](=[O:28])[N:13]([CH3:27])[C:14](=[CH:19][C:20]2[CH:25]=[CH:24][CH:23]=[CH:22][C:21]=2[C:1]#[N:2])[C:15](=[O:18])[N:16]1[CH3:17])[C:5]1[CH:10]=[CH:9][CH:8]=[CH:7][CH:6]=1, predict the reactants needed to synthesize it. The reactants are: [C:1]([Cu])#[N:2].[CH2:4]([CH:11]1[N:16]([CH3:17])[C:15](=[O:18])[C:14](=[CH:19][C:20]2[CH:25]=[CH:24][CH:23]=[CH:22][C:21]=2Br)[N:13]([CH3:27])[C:12]1=[O:28])[C:5]1[CH:10]=[CH:9][CH:8]=[CH:7][CH:6]=1.O.[C-]#N.[Na+]. (3) Given the product [CH2:6]([N:43]([CH2:42][C:5]1[CH:6]=[CH:7][C:8]([NH:11][C:12](=[O:27])[C:13]2[CH:14]=[CH:15][C:16]([CH2:19][N:20]([CH2:21][C:22]3[NH:23][CH:24]=[CH:25][N:26]=3)[CH2:40][C:35]3[C:34]([O:33][CH2:31][CH3:32])=[CH:39][CH:38]=[CH:37][N:36]=3)=[CH:17][CH:18]=2)=[CH:9][CH:10]=1)[CH2:7][CH2:8][CH3:9])[CH2:5][CH3:10], predict the reactants needed to synthesize it. The reactants are: C(N(CCC)[C:5]1[CH:10]=[CH:9][C:8]([NH:11][C:12](=[O:27])[C:13]2[CH:18]=[CH:17][C:16]([CH2:19][NH:20][CH2:21][C:22]3[NH:23][CH:24]=[CH:25][N:26]=3)=[CH:15][CH:14]=2)=[CH:7][CH:6]=1)CC.[CH2:31]([O:33][C:34]1[C:35]([CH:40]=O)=[N:36][CH:37]=[CH:38][CH:39]=1)[CH3:32].[C:42]([BH3-])#[N:43].[Na+].C(=O)(O)[O-].[Na+]. (4) Given the product [NH2:19][C:18]1[C:17]2[C:16](=[O:22])[C:15]([C:23]([OH:25])=[O:24])=[CH:14][N:6]3[C:7]4([CH2:13][CH2:12][CH2:11][CH2:10]4)[CH2:8][O:9][C:4]([C:5]=23)=[C:3]([F:26])[C:2]=1[F:1], predict the reactants needed to synthesize it. The reactants are: [F:1][C:2]1[C:3]([F:26])=[C:4]2[O:9][CH2:8][C:7]3([CH2:13][CH2:12][CH2:11][CH2:10]3)[N:6]3[CH:14]=[C:15]([C:23]([OH:25])=[O:24])[C:16](=[O:22])[C:17]([C:18]=1[N+:19]([O-])=O)=[C:5]23.CN(C=O)C. (5) The reactants are: [Si:1]([O:18][CH2:19][CH2:20][C@H:21]([O:23][C:24]1[CH:29]=[CH:28][CH:27]=[CH:26][C:25]=1[C:30]1[CH:35]=[CH:34][C:33]([C:36](O)=[O:37])=[C:32]([F:39])[CH:31]=1)[CH3:22])([C:14]([CH3:17])([CH3:16])[CH3:15])([C:8]1[CH:13]=[CH:12][CH:11]=[CH:10][CH:9]=1)[C:2]1[CH:7]=[CH:6][CH:5]=[CH:4][CH:3]=1.FC(F)(F)C(O)=O.[Cl:47][C:48]1[CH:57]=[C:56]2[C:51]([CH2:52][C:53]([CH3:66])([CH3:65])[C:54](=[O:64])[N:55]2[CH:58]2[CH2:63][CH2:62][NH:61][CH2:60][CH2:59]2)=[N:50][CH:49]=1.C(N(C(C)C)CC)(C)C.F[P-](F)(F)(F)(F)F.N1(OC(N(C)C)=[N+](C)C)C2C=CC=CC=2N=N1. Given the product [Si:1]([O:18][CH2:19][CH2:20][C@H:21]([O:23][C:24]1[CH:29]=[CH:28][CH:27]=[CH:26][C:25]=1[C:30]1[CH:35]=[CH:34][C:33]([C:36]([N:61]2[CH2:60][CH2:59][CH:58]([N:55]3[C:56]4[C:51](=[N:50][CH:49]=[C:48]([Cl:47])[CH:57]=4)[CH2:52][C:53]([CH3:65])([CH3:66])[C:54]3=[O:64])[CH2:63][CH2:62]2)=[O:37])=[C:32]([F:39])[CH:31]=1)[CH3:22])([C:14]([CH3:15])([CH3:16])[CH3:17])([C:2]1[CH:3]=[CH:4][CH:5]=[CH:6][CH:7]=1)[C:8]1[CH:9]=[CH:10][CH:11]=[CH:12][CH:13]=1, predict the reactants needed to synthesize it. (6) Given the product [C:19]1([C:34]2[CH:39]=[CH:38][CH:37]=[CH:36][CH:35]=2)[CH:24]=[CH:23][CH:22]=[CH:21][C:20]=1[C:25]([N:27]1[CH2:33][CH:32]2[CH:29]([CH2:30][N:31]2[C:41]2[N:46]=[C:45]([C:47]3[CH:52]=[CH:51][CH:50]=[CH:49][CH:48]=3)[CH:44]=[CH:43][N:42]=2)[CH2:28]1)=[O:26], predict the reactants needed to synthesize it. The reactants are: C12N(C3C=NC4C(=CC=CC=4)N=3)CC1CCNC2.[C:19]1([C:34]2[CH:39]=[CH:38][CH:37]=[CH:36][CH:35]=2)[CH:24]=[CH:23][CH:22]=[CH:21][C:20]=1[C:25]([N:27]1[CH2:33][CH:32]2[CH:29]([CH2:30][NH:31]2)[CH2:28]1)=[O:26].Cl[C:41]1[N:46]=[C:45]([C:47]2[CH:52]=[CH:51][CH:50]=[CH:49][CH:48]=2)[CH:44]=[CH:43][N:42]=1. (7) Given the product [Br:1][C:2]1[CH:7]=[CH:6][C:5]([N:8]([CH3:13])[S:9]([CH3:12])(=[O:11])=[O:10])=[C:4]([NH:14][C:15]2[C:20]([Cl:21])=[CH:19][N:18]=[C:17]([NH:36][C:33]3[CH:34]=[CH:35][C:30]([N:27]4[CH2:26][CH2:25][N:24]([CH3:23])[CH2:29][CH2:28]4)=[C:31]([CH:37]=[CH2:38])[CH:32]=3)[N:16]=2)[CH:3]=1, predict the reactants needed to synthesize it. The reactants are: [Br:1][C:2]1[CH:7]=[CH:6][C:5]([N:8]([CH3:13])[S:9]([CH3:12])(=[O:11])=[O:10])=[C:4]([NH:14][C:15]2[C:20]([Cl:21])=[CH:19][N:18]=[C:17](Cl)[N:16]=2)[CH:3]=1.[CH3:23][N:24]1[CH2:29][CH2:28][N:27]([C:30]2[CH:35]=[CH:34][C:33]([NH2:36])=[CH:32][C:31]=2[CH:37]=[CH2:38])[CH2:26][CH2:25]1.CS(O)(=O)=O. (8) Given the product [CH3:1][C:2]1[C:6]([C:7]([O:9][CH2:10][CH3:11])=[O:8])=[CH:5][N:4]([C:12]2[CH:17]=[CH:16][CH:15]=[CH:14][CH:13]=2)[N:3]=1, predict the reactants needed to synthesize it. The reactants are: [CH3:1][C:2]1[C:6]([C:7]([O:9][CH2:10][CH3:11])=[O:8])=[CH:5][NH:4][N:3]=1.[C:12]1(B(O)O)[CH:17]=[CH:16][CH:15]=[CH:14][CH:13]=1.N1C=CC=CC=1. (9) Given the product [C:1]([C:5]1[CH:22]=[CH:21][C:8]([CH2:9][CH:10]2[CH2:11][CH2:12][N:13]([C:16](=[O:20])[C:17]([NH:23][C:24]3[CH:33]=[CH:32][C:27]4[NH:28][C:29](=[O:31])[O:30][C:26]=4[CH:25]=3)=[O:18])[CH2:14][CH2:15]2)=[CH:7][CH:6]=1)([CH3:4])([CH3:2])[CH3:3], predict the reactants needed to synthesize it. The reactants are: [C:1]([C:5]1[CH:22]=[CH:21][C:8]([CH2:9][CH:10]2[CH2:15][CH2:14][N:13]([C:16](=[O:20])[C:17](O)=[O:18])[CH2:12][CH2:11]2)=[CH:7][CH:6]=1)([CH3:4])([CH3:3])[CH3:2].[NH2:23][C:24]1[CH:33]=[CH:32][C:27]2[NH:28][C:29](=[O:31])[O:30][C:26]=2[CH:25]=1.